This data is from Full USPTO retrosynthesis dataset with 1.9M reactions from patents (1976-2016). The task is: Predict the reactants needed to synthesize the given product. (1) Given the product [Cl-:32].[C:1]([C:4]1[CH:5]=[C:6]([NH:7][C:13]2[S:14][C:29]3[C:20]([CH3:19])=[C:21]([OH:31])[C:22]4[C:27](=[CH:26][CH:25]=[CH:24][CH:23]=4)[C:28]=3[N+:12]=2[CH3:11])[CH:8]=[CH:9][CH:10]=1)(=[O:3])[CH3:2], predict the reactants needed to synthesize it. The reactants are: [C:1]([C:4]1[CH:5]=[C:6]([CH:8]=[CH:9][CH:10]=1)[NH2:7])(=[O:3])[CH3:2].[CH3:11][N:12]=[C:13]=[S:14].NC(N)=S.[CH3:19][C:20]1[C:21](=[O:31])[C:22]2[C:27]([C:28](=O)[CH:29]=1)=[CH:26][CH:25]=[CH:24][CH:23]=2.[ClH:32]. (2) Given the product [Cl:23][C:19]1[CH:18]=[C:17]([C:16]#[C:15][CH2:14][N:11]2[CH2:10][CH2:9][NH:8][CH2:13][CH2:12]2)[CH:22]=[CH:21][CH:20]=1, predict the reactants needed to synthesize it. The reactants are: C(OC([N:8]1[CH2:13][CH2:12][N:11]([CH2:14][C:15]#[C:16][C:17]2[CH:22]=[CH:21][CH:20]=[C:19]([Cl:23])[CH:18]=2)[CH2:10][CH2:9]1)=O)(C)(C)C.FC(F)(F)C(O)=O.O.C(=O)(O)[O-].[Na+]. (3) Given the product [CH:13]1([C:10]2[C:11]3[S:12][C:5]([C:3]([OH:2])=[O:4])=[CH:6][C:7]=3[N:8]([CH2:36][C:37](=[O:39])[N:55]3[CH2:52][CH2:53][CH2:54][CH2:49][CH2:50]3)[C:9]=2[C:19]2[CH:20]=[C:21]3[C:26](=[CH:27][CH:28]=2)[N:25]=[C:24]([C:29]2[S:33][C:32]([CH3:34])=[N:31][C:30]=2[CH3:35])[CH:23]=[CH:22]3)[CH2:14][CH2:15][CH2:16][CH2:17][CH2:18]1, predict the reactants needed to synthesize it. The reactants are: C[O:2][C:3]([C:5]1[S:12][C:11]2[C:10]([CH:13]3[CH2:18][CH2:17][CH2:16][CH2:15][CH2:14]3)=[C:9]([C:19]3[CH:20]=[C:21]4[C:26](=[CH:27][CH:28]=3)[N:25]=[C:24]([C:29]3[S:33][C:32]([CH3:34])=[N:31][C:30]=3[CH3:35])[CH:23]=[CH:22]4)[N:8]([CH2:36][C:37]([OH:39])=O)[C:7]=2[CH:6]=1)=[O:4].CN(C(ON1N=[N:55][C:50]2C=[CH:52][CH:53]=[CH:54][C:49]1=2)=[N+](C)C)C.F[P-](F)(F)(F)(F)F.CCN(C(C)C)C(C)C.N1CCCCC1.[Li+].[OH-].Cl. (4) Given the product [OH:1][C:2]1[C:7]2[CH:8]=[CH:9][C:10]([O:13][CH:14]3[CH2:19][CH2:18][CH2:17][CH2:16][O:15]3)=[C:11]([CH3:12])[C:6]=2[O:5][C:4](=[O:20])[C:3]=1[CH:21]=[N:26][O:25][CH3:24], predict the reactants needed to synthesize it. The reactants are: [OH:1][C:2]1[C:7]2[CH:8]=[CH:9][C:10]([O:13][CH:14]3[CH2:19][CH2:18][CH2:17][CH2:16][O:15]3)=[C:11]([CH3:12])[C:6]=2[O:5][C:4](=[O:20])[C:3]=1[CH:21]=O.Cl.[CH3:24][O:25][NH2:26].C([O-])(=O)C.[K+].C(O)C. (5) Given the product [CH2:7]([CH:9]([CH2:24][CH2:25][CH2:26][CH3:27])[CH2:10][O:11][P:12]([O-:23])([O:13][CH2:14][CH:15]([CH2:20][CH3:21])[CH2:16][CH2:17][CH2:18][CH3:19])=[O:22])[CH3:8].[Nd+:2], predict the reactants needed to synthesize it. The reactants are: [O-2].[Nd+3:2].[O-2].[O-2].[Nd+3].[Nd].[CH2:7]([CH:9]([CH2:24][CH2:25][CH2:26][CH3:27])[CH2:10][O:11][P:12](=[O:23])([OH:22])[O:13][CH2:14][CH:15]([CH2:20][CH3:21])[CH2:16][CH2:17][CH2:18][CH3:19])[CH3:8].CC1CCCCC1.[N+]([O-])(O)=O. (6) Given the product [OH:29][CH:28]=[C:10]1[C:9]2[C:4](=[CH:5][C:6]([CH2:11][C:12]3[CH:13]=[C:14]([NH:18][C:19]([C:21]4[N:22]([CH3:27])[N:23]=[C:24]([CH3:26])[CH:25]=4)=[O:20])[CH:15]=[CH:16][CH:17]=3)=[CH:7][CH:8]=2)[NH:3][C:2]1=[O:1], predict the reactants needed to synthesize it. The reactants are: [O:1]=[C:2]1[CH2:10][C:9]2[C:4](=[CH:5][C:6]([CH2:11][C:12]3[CH:13]=[C:14]([NH:18][C:19]([C:21]4[N:22]([CH3:27])[N:23]=[C:24]([CH3:26])[CH:25]=4)=[O:20])[CH:15]=[CH:16][CH:17]=3)=[CH:7][CH:8]=2)[NH:3]1.[CH:28](OCC)=[O:29].[O-]CC.[Na+].Cl.